From a dataset of Peptide-MHC class I binding affinity with 185,985 pairs from IEDB/IMGT. Regression. Given a peptide amino acid sequence and an MHC pseudo amino acid sequence, predict their binding affinity value. This is MHC class I binding data. The peptide sequence is YTVKFPNLI. The MHC is HLA-A29:02 with pseudo-sequence HLA-A29:02. The binding affinity (normalized) is 0.105.